From a dataset of Reaction yield outcomes from USPTO patents with 853,638 reactions. Predict the reaction yield, written as a fraction of the theoretical maximum amount of product (1.0 means a 100% yield; for example, 0.34 means a 34% yield). (1) The reactants are [CH3:1][S:2]([C:5]1[CH:6]=[C:7]2[C:12](=[CH:13][CH:14]=1)[N:11]=[CH:10][CH:9]=[C:8]2O)(=[O:4])=[O:3].P(Cl)(Cl)([Cl:18])=O. No catalyst specified. The product is [Cl:18][C:8]1[C:7]2[C:12](=[CH:13][CH:14]=[C:5]([S:2]([CH3:1])(=[O:4])=[O:3])[CH:6]=2)[N:11]=[CH:10][CH:9]=1. The yield is 0.920. (2) The catalyst is C1COCC1. The product is [F:24][C:25]1[CH:33]=[CH:32][CH:31]=[CH:30][C:26]=1[C:27]1[O:12][N:11]=[C:10]([C:6]2[CH:5]=[C:4]([CH:9]=[CH:8][CH:7]=2)[C:3]([OH:2])=[O:14])[N:13]=1. The yield is 0.830. The reactants are C[O:2][C:3](=[O:14])[C:4]1[CH:9]=[CH:8][CH:7]=[C:6]([C:10](=[NH:13])[NH:11][OH:12])[CH:5]=1.C(N(C(C)C)CC)(C)C.[F:24][C:25]1[CH:33]=[CH:32][CH:31]=[CH:30][C:26]=1[C:27](Cl)=O. (3) The product is [CH2:8]1[O:18][C:17]2[CH:16]=[CH:15][C:12]([CH:13]=[C:3]([C:2](=[O:7])[CH3:1])[C:4](=[O:6])[CH3:5])=[CH:11][C:10]=2[O:9]1. The yield is 0.410. The reactants are [CH3:1][C:2](=[O:7])[CH2:3][C:4](=[O:6])[CH3:5].[CH2:8]1[O:18][C:17]2[CH:16]=[CH:15][C:12]([CH:13]=O)=[CH:11][C:10]=2[O:9]1.N1CCCCC1.CC(O)=O. The catalyst is C(O)(C)C. (4) The reactants are [CH3:1][O:2][C:3]1[CH:22]=[CH:21][CH:20]=[CH:19][C:4]=1[CH2:5][NH:6][C:7]1[CH:16]=[CH:15][C:14]2[C:13]([C:17]#[N:18])=[CH:12][CH:11]=[CH:10][C:9]=2[N:8]=1.Cl.[NH2:24][OH:25].C(=O)([O-])[O-].[Na+].[Na+]. The catalyst is C(O)C.O. The product is [OH:25][NH:24][C:17]([C:13]1[C:14]2[CH:15]=[CH:16][C:7]([NH:6][CH2:5][C:4]3[CH:19]=[CH:20][CH:21]=[CH:22][C:3]=3[O:2][CH3:1])=[N:8][C:9]=2[CH:10]=[CH:11][CH:12]=1)=[NH:18]. The yield is 0.900. (5) The reactants are [C:1]([C:3]1[CH:8]=[CH:7][C:6](B(O)O)=[CH:5][CH:4]=1)#[N:2].[C:12]([O:16][C:17](=[O:26])[NH:18][C:19]1[CH:24]=[CH:23][CH:22]=[C:21](Br)[N:20]=1)([CH3:15])([CH3:14])[CH3:13].C([O-])([O-])=O.[K+].[K+]. The catalyst is CN(C=O)C.O.C1C=CC([P]([Pd]([P](C2C=CC=CC=2)(C2C=CC=CC=2)C2C=CC=CC=2)([P](C2C=CC=CC=2)(C2C=CC=CC=2)C2C=CC=CC=2)[P](C2C=CC=CC=2)(C2C=CC=CC=2)C2C=CC=CC=2)(C2C=CC=CC=2)C2C=CC=CC=2)=CC=1. The product is [C:12]([O:16][C:17](=[O:26])[NH:18][C:19]1[CH:24]=[CH:23][CH:22]=[C:21]([C:6]2[CH:7]=[CH:8][C:3]([C:1]#[N:2])=[CH:4][CH:5]=2)[N:20]=1)([CH3:15])([CH3:14])[CH3:13]. The yield is 0.600. (6) The reactants are C1(C)C=CC=CC=1.[Br:8][C:9]1[C:18]2[O:17][CH:16]([CH:19]([CH3:21])[CH3:20])[C:15](=O)[NH:14][C:13]=2[CH:12]=[C:11]([O:23][CH3:24])[CH:10]=1. The catalyst is CO. The product is [Br:8][C:9]1[C:18]2[O:17][CH:16]([CH:19]([CH3:21])[CH3:20])[CH2:15][NH:14][C:13]=2[CH:12]=[C:11]([O:23][CH3:24])[CH:10]=1. The yield is 0.700. (7) The reactants are CC1(C)C(C)(C)OB([C:9]2[CH:10]=[C:11]3[C:16](=[CH:17][CH:18]=2)[CH:15]=[N:14][CH:13]=[CH:12]3)O1.Br[C:21]1[CH:26]=[CH:25][C:24]([S:27]([N:30]2[CH2:44][CH2:43][C:33]3([O:38][CH2:37][C:36](=[O:39])[N:35]([CH:40]4[CH2:42][CH2:41]4)[CH2:34]3)[CH2:32][CH2:31]2)(=[O:29])=[O:28])=[CH:23][CH:22]=1. No catalyst specified. The product is [CH:40]1([N:35]2[CH2:34][C:33]3([CH2:43][CH2:44][N:30]([S:27]([C:24]4[CH:23]=[CH:22][C:21]([C:9]5[CH:10]=[C:11]6[C:16](=[CH:17][CH:18]=5)[CH:15]=[N:14][CH:13]=[CH:12]6)=[CH:26][CH:25]=4)(=[O:28])=[O:29])[CH2:31][CH2:32]3)[O:38][CH2:37][C:36]2=[O:39])[CH2:41][CH2:42]1. The yield is 0.260.